From a dataset of Full USPTO retrosynthesis dataset with 1.9M reactions from patents (1976-2016). Predict the reactants needed to synthesize the given product. (1) Given the product [CH3:1][O:2][C:3]1[CH:4]=[CH:5][C:6]([C:9]2[CH:14]=[CH:13][C:12]([S:15]([NH:18][CH3:19])(=[O:17])=[O:16])=[CH:11][CH:10]=2)=[CH:7][CH:8]=1, predict the reactants needed to synthesize it. The reactants are: [CH3:1][O:2][C:3]1[CH:8]=[CH:7][C:6]([C:9]2[CH:14]=[CH:13][C:12]([S:15]([N:18](C)[CH2:19]C#C)(=[O:17])=[O:16])=[CH:11][CH:10]=2)=[CH:5][CH:4]=1.C[Si](N=[N+]=[N-])(C)C. (2) Given the product [OH:20][C:17]1[CH:16]=[CH:15][C:14]([C:2]2[CH:3]([NH:7][S:8]([CH:11]([CH3:13])[CH3:12])(=[O:10])=[O:9])[CH2:4][CH2:5][CH:6]=2)=[CH:19][CH:18]=1, predict the reactants needed to synthesize it. The reactants are: O[C:2]1([C:14]2[CH:19]=[CH:18][C:17]([O:20]CC3C=CC=CC=3)=[CH:16][CH:15]=2)[CH2:6][CH2:5][CH2:4][CH:3]1[NH:7][S:8]([CH:11]([CH3:13])[CH3:12])(=[O:10])=[O:9]. (3) Given the product [C:1]([C:3]1[CH:4]=[CH:5][C:6]([CH:9]([CH3:15])[C:10]([OH:12])=[O:11])=[CH:7][CH:8]=1)#[N:2], predict the reactants needed to synthesize it. The reactants are: [C:1]([C:3]1[CH:8]=[CH:7][C:6]([CH:9]([CH3:15])[C:10]([O:12]CC)=[O:11])=[CH:5][CH:4]=1)#[N:2].O1CCCC1.O.[OH-].[Na+].